This data is from Forward reaction prediction with 1.9M reactions from USPTO patents (1976-2016). The task is: Predict the product of the given reaction. (1) The product is: [C:1]([O:6][CH2:7][CH:8]1[O:10][CH2:9]1)(=[O:5])[C:2]([CH3:4])=[CH2:3].[C:11]([O:16][CH:17]([O:25][CH2:24][CH3:20])[CH3:18])(=[O:15])[C:12]([CH3:14])=[CH2:13].[C:11]([O:16][CH2:17][CH2:18][OH:19])(=[O:15])[C:12]([CH3:14])=[CH2:13]. Given the reactants [C:1]([O:6][CH2:7][CH:8]1[O:10][CH2:9]1)(=[O:5])[C:2]([CH3:4])=[CH2:3].[C:11]([O:16][CH2:17][CH2:18][OH:19])(=[O:15])[C:12]([CH3:14])=[CH2:13].[CH2:20]([C:24](C)=[O:25])C(C)C.N(C(C)(CC)C([O-])=O)=NC(C)(CC)C([O-])=O, predict the reaction product. (2) Given the reactants [C:1]1([C:7]2[N:12]=[C:11]([CH:13]=O)[CH:10]=[CH:9][CH:8]=2)[CH:6]=[CH:5][CH:4]=[CH:3][CH:2]=1.[BH4-].[Na+].C[OH:18], predict the reaction product. The product is: [CH3:13][C:11]1[C:10]([OH:18])=[CH:9][CH:8]=[C:7]([C:1]2[CH:6]=[CH:5][CH:4]=[CH:3][CH:2]=2)[N:12]=1. (3) Given the reactants [CH:1]1[C:2]([CH2:10][C@@H:11]([NH2:28])[CH2:12][C:13]([N:15]2[CH2:27][C:19]3=[N:20][N:21]=[C:22]([C:23]([F:26])([F:25])[F:24])[N:18]3[CH2:17][CH2:16]2)=[O:14])=[C:3]([F:9])[CH:4]=[C:5]([F:8])[C:6]=1[F:7].C(OC(C)C)(C)C.C(OCC)C.[ClH:41], predict the reaction product. The product is: [CH:1]1[C:2]([CH2:10][C@@H:11]([NH2:28])[CH2:12][C:13]([N:15]2[CH2:27][C:19]3=[N:20][N:21]=[C:22]([C:23]([F:26])([F:25])[F:24])[N:18]3[CH2:17][CH2:16]2)=[O:14])=[C:3]([F:9])[CH:4]=[C:5]([F:8])[C:6]=1[F:7].[ClH:41].